This data is from Reaction yield outcomes from USPTO patents with 853,638 reactions. The task is: Predict the reaction yield, written as a fraction of the theoretical maximum amount of product (1.0 means a 100% yield; for example, 0.34 means a 34% yield). (1) The reactants are [F:1][C:2]([F:12])([F:11])[C:3]1[N:8]=[CH:7][C:6]([CH:9]=[O:10])=[CH:5][N:4]=1.[CH3:13]COCC. No catalyst specified. The product is [F:12][C:2]([F:1])([F:11])[C:3]1[N:4]=[CH:5][C:6]([CH:9]([OH:10])[CH3:13])=[CH:7][N:8]=1. The yield is 0.850. (2) The reactants are [H-].[Na+].[CH3:3][O:4][C:5]([C:7]1[C:8]([C:13]2[CH:18]=[CH:17][C:16]([C:19]3[O:23][C:22]([NH:24][C:25]4[CH:30]=[CH:29][C:28]([Cl:31])=[C:27]([Cl:32])[CH:26]=4)=[N:21][CH:20]=3)=[CH:15][CH:14]=2)=[CH:9][CH:10]=[CH:11][CH:12]=1)=[O:6].[CH2:33]([O:35][P:36]([C:41]([C:44]1[CH:49]=[CH:48][C:47]([CH2:50]Br)=[CH:46][C:45]=1[Br:52])([F:43])[F:42])(=[O:40])[O:37][CH2:38][CH3:39])[CH3:34]. The product is [CH3:3][O:4][C:5]([C:7]1[C:8]([C:13]2[CH:14]=[CH:15][C:16]([C:19]3[O:23][C:22]([N:24]([CH2:50][C:47]4[CH:48]=[CH:49][C:44]([C:41]([P:36]([O:35][CH2:33][CH3:34])([O:37][CH2:38][CH3:39])=[O:40])([F:42])[F:43])=[C:45]([Br:52])[CH:46]=4)[C:25]4[CH:30]=[CH:29][C:28]([Cl:31])=[C:27]([Cl:32])[CH:26]=4)=[N:21][CH:20]=3)=[CH:17][CH:18]=2)=[CH:9][CH:10]=[CH:11][CH:12]=1)=[O:6]. The catalyst is CN(C=O)C. The yield is 0.380.